From a dataset of Forward reaction prediction with 1.9M reactions from USPTO patents (1976-2016). Predict the product of the given reaction. Given the reactants [C:1]1([C:10]2[CH:15]=[CH:14][CH:13]=[CH:12][CH:11]=2)[C:2]([C:7](O)=[O:8])=[CH:3][CH:4]=[CH:5][CH:6]=1.S(Cl)([Cl:18])=O, predict the reaction product. The product is: [C:1]1([C:10]2[CH:15]=[CH:14][CH:13]=[CH:12][CH:11]=2)[C:2]([C:7]([Cl:18])=[O:8])=[CH:3][CH:4]=[CH:5][CH:6]=1.